Dataset: Forward reaction prediction with 1.9M reactions from USPTO patents (1976-2016). Task: Predict the product of the given reaction. (1) Given the reactants [Cl:1][C:2]1[CH:7]=[CH:6][C:5]([N+:8]([O-:10])=[O:9])=[CH:4][C:3]=1[S:11]([OH:14])(=O)=[O:12].C[N:16](C)C=O, predict the reaction product. The product is: [Cl:1][C:2]1[CH:7]=[CH:6][C:5]([N+:8]([O-:10])=[O:9])=[CH:4][C:3]=1[S:11]([NH2:16])(=[O:14])=[O:12]. (2) The product is: [CH2:5]([N:12]1[C:20]2[C:15](=[CH:16][CH:17]=[CH:18][CH:19]=2)[C:14]([C:21]2[O:22][C:23]([CH:26]([OH:27])[CH2:1][CH3:2])=[CH:24][CH:25]=2)=[N:13]1)[C:6]1[CH:11]=[CH:10][CH:9]=[CH:8][CH:7]=1. Given the reactants [CH2:1]([Mg]Br)[CH3:2].[CH2:5]([N:12]1[C:20]2[C:15](=[CH:16][CH:17]=[CH:18][CH:19]=2)[C:14]([C:21]2[O:22][C:23]([CH:26]=[O:27])=[CH:24][CH:25]=2)=[N:13]1)[C:6]1[CH:11]=[CH:10][CH:9]=[CH:8][CH:7]=1, predict the reaction product. (3) The product is: [C:21]([O:20][C:18]([C:14]1[CH:13]=[C:12]([C:4]2[N:3]=[C:2]([NH:1][C:38]([C:35]3([C:33]4[CH:32]=[CH:31][C:29]5[O:30][C:26]([F:41])([F:25])[O:27][C:28]=5[CH:34]=4)[CH2:37][CH2:36]3)=[O:39])[CH:11]=[CH:10][C:5]=2[C:6]([O:8][CH3:9])=[O:7])[CH:17]=[CH:16][CH:15]=1)=[O:19])([CH3:24])([CH3:23])[CH3:22]. Given the reactants [NH2:1][C:2]1[CH:11]=[CH:10][C:5]([C:6]([O:8][CH3:9])=[O:7])=[C:4]([C:12]2[CH:17]=[CH:16][CH:15]=[C:14]([C:18]([O:20][C:21]([CH3:24])([CH3:23])[CH3:22])=[O:19])[CH:13]=2)[N:3]=1.[F:25][C:26]1([F:41])[O:30][C:29]2[CH:31]=[CH:32][C:33]([C:35]3([C:38](Cl)=[O:39])[CH2:37][CH2:36]3)=[CH:34][C:28]=2[O:27]1, predict the reaction product. (4) Given the reactants C([O:3][C:4]([CH:6]1[CH2:11][CH2:10][CH:9]([NH:12][C:13]2[N:18]=[C:17]([N:19]3[C:27]4[C:22](=[C:23]([O:28][CH2:29][CH2:30][CH2:31][S:32]([CH3:35])(=[O:34])=[O:33])[CH:24]=[CH:25][CH:26]=4)[CH:21]=[CH:20]3)[CH:16]=[CH:15][N:14]=2)[CH2:8][CH2:7]1)=[O:5])C.O[Li].O, predict the reaction product. The product is: [CH3:35][S:32]([CH2:31][CH2:30][CH2:29][O:28][C:23]1[CH:24]=[CH:25][CH:26]=[C:27]2[C:22]=1[CH:21]=[CH:20][N:19]2[C:17]1[CH:16]=[CH:15][N:14]=[C:13]([NH:12][CH:9]2[CH2:10][CH2:11][CH:6]([C:4]([OH:5])=[O:3])[CH2:7][CH2:8]2)[N:18]=1)(=[O:34])=[O:33]. (5) Given the reactants [Br:1][C:2]1[CH:11]=[CH:10][CH:9]=[C:8]2[C:3]=1[CH:4]=[CH:5][C:6](=[O:12])[NH:7]2.[H-].[Na+].[CH3:15][O:16][C:17]1[CH:24]=[CH:23][C:20]([CH2:21]Cl)=[CH:19][CH:18]=1, predict the reaction product. The product is: [Br:1][C:2]1[CH:11]=[CH:10][CH:9]=[C:8]2[C:3]=1[CH:4]=[CH:5][C:6](=[O:12])[N:7]2[CH2:21][C:20]1[CH:23]=[CH:24][C:17]([O:16][CH3:15])=[CH:18][CH:19]=1. (6) Given the reactants C([Li])CCC.CC1(C)CCCC(C)(C)N1.[Cl:16][C:17]1[N:18]=[N:19][C:20]([O:23][CH3:24])=[CH:21][CH:22]=1.[I:25]I.S([O-])([O-])(=O)=S.[Na+].[Na+], predict the reaction product. The product is: [Cl:16][C:17]1[N:18]=[N:19][C:20]([O:23][CH3:24])=[C:21]([I:25])[CH:22]=1. (7) Given the reactants [CH:1]12[O:7][CH:6]1[CH2:5][CH2:4][CH:3]([C:8]([O:10][CH2:11][CH3:12])=[O:9])[CH2:2]2.[Cl-].[NH4+].[N-:15]=[N+:16]=[N-:17].[Na+], predict the reaction product. The product is: [N:15]([CH:1]1[CH:6]([OH:7])[CH2:5][CH2:4][CH:3]([C:8]([O:10][CH2:11][CH3:12])=[O:9])[CH2:2]1)=[N+:16]=[N-:17]. (8) Given the reactants [ClH:1].[N:2]1([CH2:7][C:8]2[CH:13]=[CH:12][C:11]([NH2:14])=[CH:10][CH:9]=2)[CH:6]=[N:5][CH:4]=[N:3]1.[N:15]([O-])=O.[Na+].S([O-])([O-])=O.[Na+].[Na+], predict the reaction product. The product is: [ClH:1].[N:2]1([CH2:7][C:8]2[CH:13]=[CH:12][C:11]([NH:14][NH2:15])=[CH:10][CH:9]=2)[CH:6]=[N:5][CH:4]=[N:3]1.